This data is from Blood-brain barrier permeability classification from the B3DB database. The task is: Regression/Classification. Given a drug SMILES string, predict its absorption, distribution, metabolism, or excretion properties. Task type varies by dataset: regression for continuous measurements (e.g., permeability, clearance, half-life) or binary classification for categorical outcomes (e.g., BBB penetration, CYP inhibition). Dataset: b3db_classification. (1) The molecule is CC(=O)C1CCC2C3C=CC4=CC(=O)CCC4(C)C3CCC12C. The result is 0 (does not penetrate BBB). (2) The drug is CNCCCN1Cc2ccccc2Cc2ccccc21. The result is 1 (penetrates BBB).